Dataset: Full USPTO retrosynthesis dataset with 1.9M reactions from patents (1976-2016). Task: Predict the reactants needed to synthesize the given product. (1) Given the product [O:24]=[C:21]1[N:20]([CH2:27][CH2:28][CH2:29][CH2:30][CH2:31][CH2:32][CH2:33][C:34]([OH:36])=[O:35])[C:10]2=[N:11][C:12]([C:13]3[CH:18]=[CH:17][C:16]([CH3:19])=[CH:15][CH:14]=3)=[C:7]([C:4]3[CH:3]=[CH:2][C:1]([CH3:25])=[CH:6][CH:5]=3)[N:8]=[C:9]2[CH2:23][CH2:22]1, predict the reactants needed to synthesize it. The reactants are: [C:1]1([CH3:25])[CH:6]=[CH:5][C:4]([C:7]2[N:8]=[C:9]3[CH2:23][CH2:22][C:21](=[O:24])[NH:20][C:10]3=[N:11][C:12]=2[C:13]2[CH:18]=[CH:17][C:16]([CH3:19])=[CH:15][CH:14]=2)=[CH:3][CH:2]=1.Br[CH2:27][CH2:28][CH2:29][CH2:30][CH2:31][CH2:32][CH2:33][C:34]([O:36]CC)=[O:35]. (2) The reactants are: C(OC([N:8]1[C:13]2[CH:14]=[C:15]([Cl:24])[C:16]([C:18]3[CH:19]=[N:20][CH:21]=[CH:22][CH:23]=3)=[CH:17][C:12]=2[O:11][CH:10]([C:25]([N:27]2[CH2:32][CH2:31][C:30]([C:41]#[N:42])([CH2:33][C:34]3[CH:39]=[CH:38][C:37]([F:40])=[CH:36][CH:35]=3)[CH2:29][CH2:28]2)=[O:26])[CH2:9]1)=O)(C)(C)C.[OH-].[Na+]. Given the product [Cl:24][C:15]1[C:16]([C:18]2[CH:19]=[N:20][CH:21]=[CH:22][CH:23]=2)=[CH:17][C:12]2[O:11][CH:10]([C:25]([N:27]3[CH2:32][CH2:31][C:30]([CH2:33][C:34]4[CH:39]=[CH:38][C:37]([F:40])=[CH:36][CH:35]=4)([C:41]#[N:42])[CH2:29][CH2:28]3)=[O:26])[CH2:9][NH:8][C:13]=2[CH:14]=1, predict the reactants needed to synthesize it. (3) Given the product [CH3:11][O:12][C:13]1[CH:18]=[C:17]([C:2]2[S:6][C:5]3=[N:7][C:8]([CH3:10])=[CH:9][N:4]3[N:3]=2)[CH:16]=[CH:15][C:14]=1[OH:28], predict the reactants needed to synthesize it. The reactants are: Br[C:2]1[S:6][C:5]2=[N:7][C:8]([CH3:10])=[CH:9][N:4]2[N:3]=1.[CH3:11][O:12][C:13]1[CH:18]=[C:17](B2OC(C)(C)C(C)(C)O2)[CH:16]=[CH:15][C:14]=1[OH:28].C([O-])([O-])=O.[Na+].[Na+]. (4) Given the product [C:4]([C:6]1([N:9]([CH2:52][CH3:53])[S:10]([C:13]2[CH:14]=[C:15]([CH:49]=[CH:50][CH:51]=2)[C:16]([NH:18][C:19]2[S:20][C:21]3[CH2:48][CH2:47][CH2:46][CH2:45][C:22]=3[C:23]=2[C:24]([NH:26][C:27]2[CH:32]=[CH:31][C:30]([CH2:33][CH2:34][C:35]3[CH:36]=[CH:37][C:38]([C:39]([OH:41])=[O:40])=[CH:43][CH:44]=3)=[CH:29][CH:28]=2)=[O:25])=[O:17])(=[O:12])=[O:11])[CH2:7][CH2:8]1)([OH:5])=[O:3], predict the reactants needed to synthesize it. The reactants are: C([O:3][C:4]([C:6]1([N:9]([CH2:52][CH3:53])[S:10]([C:13]2[CH:14]=[C:15]([CH:49]=[CH:50][CH:51]=2)[C:16]([NH:18][C:19]2[S:20][C:21]3[CH2:48][CH2:47][CH2:46][CH2:45][C:22]=3[C:23]=2[C:24]([NH:26][C:27]2[CH:32]=[CH:31][C:30]([CH2:33][CH2:34][C:35]3[CH:44]=[CH:43][C:38]([C:39]([O:41]C)=[O:40])=[CH:37][CH:36]=3)=[CH:29][CH:28]=2)=[O:25])=[O:17])(=[O:12])=[O:11])[CH2:8][CH2:7]1)=[O:5])C.[OH-].[Na+].